This data is from Reaction yield outcomes from USPTO patents with 853,638 reactions. The task is: Predict the reaction yield, written as a fraction of the theoretical maximum amount of product (1.0 means a 100% yield; for example, 0.34 means a 34% yield). (1) The yield is 0.830. The catalyst is CO.O. The reactants are [Br:1]Br.[K+].[Br-].[F:5][C:6]1[C:7]2[N:8]([CH:12]=[CH:13][N:14]=2)[CH:9]=[CH:10][CH:11]=1.CC([O-])=O.[Na+]. The product is [Br:1][C:12]1[N:8]2[CH:9]=[CH:10][CH:11]=[C:6]([F:5])[C:7]2=[N:14][CH:13]=1. (2) The reactants are FC(F)(F)[C:3]1[N:16]=[C:15]2[C:17]3=[C:18]4[C:8]([N:9]=[C:10](C(F)(F)F)[N:11]=[C:12]4[CH:13]=[C:14]2Br)=[C:7](Br)[CH:6]=[C:5]3[N:4]=1.[F:27][C:28]([F:39])([F:38])[C:29]1[CH:34]=[CH:33][C:32](B(O)O)=[CH:31][CH:30]=1.C(=O)([O-])[O-].[Cs+].[Cs+]. The catalyst is C1C=CC(P(C2C=CC=CC=2)[C-]2C=CC=C2)=CC=1.C1C=CC(P(C2C=CC=CC=2)[C-]2C=CC=C2)=CC=1.Cl[Pd]Cl.[Fe+2]. The product is [F:27][C:28]([F:39])([F:38])[C:29]1[CH:34]=[CH:33][C:32]([C:7]2[C:8]3[C:18]4[C:12](=[CH:13][C:14]([C:32]5[CH:33]=[CH:34][C:29]([C:28]([F:39])([F:38])[F:27])=[CH:30][CH:31]=5)=[C:15]5[C:17]=4[C:5]([CH:6]=2)=[N:4][CH:3]=[N:16]5)[N:11]=[CH:10][N:9]=3)=[CH:31][CH:30]=1. The yield is 0.230. (3) The reactants are [OH:1][CH2:2][CH:3]([OH:6])[CH:4]=[CH2:5]. The catalyst is ClCCl. The product is [CH2:5]([CH:3]([OH:6])[CH2:2][OH:1])[CH2:4][CH:3]([OH:6])[CH2:2][OH:1]. The yield is 0.0820. (4) The reactants are [C:1]1([CH:7]([C:13]2[CH:18]=[CH:17][CH:16]=[CH:15][CH:14]=2)[N:8]2[CH2:11][C:10](=O)[CH2:9]2)[CH:6]=[CH:5][CH:4]=[CH:3][CH:2]=1.[NH:19]([C:21]([O:23][C:24]([CH3:27])([CH3:26])[CH3:25])=[O:22])[NH2:20].C(O)(=O)C. The catalyst is CO. The product is [C:1]1([CH:7]([C:13]2[CH:18]=[CH:17][CH:16]=[CH:15][CH:14]=2)[N:8]2[CH2:11][C:10](=[N:20][NH:19][C:21]([O:23][C:24]([CH3:27])([CH3:26])[CH3:25])=[O:22])[CH2:9]2)[CH:6]=[CH:5][CH:4]=[CH:3][CH:2]=1. The yield is 0.940.